This data is from Forward reaction prediction with 1.9M reactions from USPTO patents (1976-2016). The task is: Predict the product of the given reaction. (1) Given the reactants [NH2:1][C:2]1[NH:6][C:5]([CH:7]2[CH2:13][CH2:12][NH:11][C:10](=[O:14])[C:9]3[NH:15][C:16]([Cl:19])=[C:17]([Cl:18])[C:8]2=3)=[CH:4][N:3]=1.BrBr.CC(O)=[O:24], predict the reaction product. The product is: [NH2:1][C:2]1[NH:6][C:5](=[C:7]2[CH2:13][CH2:12][NH:11][C:10](=[O:14])[C:9]3[NH:15][C:16]([Cl:19])=[C:17]([Cl:18])[C:8]2=3)[C:4](=[O:24])[N:3]=1. (2) The product is: [NH3:1].[CH2:61]([Cl:63])[Cl:62].[CH3:15][CH:16]1[CH2:21][CH2:20][CH2:19][CH2:18][N:17]1[CH2:22][CH2:23][CH2:24][O:14][C:11]1[CH:10]=[CH:9][C:8]([CH2:7][N:1]2[CH2:6][CH2:5][CH2:4][CH2:3][CH2:2]2)=[CH:13][CH:12]=1. Given the reactants [N:1]1([CH2:7][C:8]2[CH:13]=[CH:12][C:11]([OH:14])=[CH:10][CH:9]=2)[CH2:6][CH2:5][CH2:4][CH2:3][CH2:2]1.[CH3:15][CH:16]1[CH2:21][CH2:20][CH2:19][CH2:18][N:17]1[CH2:22][CH2:23][CH2:24]O.C1(P(C2C=CC=CC=2)C2C=CC=CC=2)C=CC=CC=1.CC(OC(/N=N/C(OC(C)(C)C)=O)=O)(C)C.[CH2:61]([Cl:63])[Cl:62], predict the reaction product. (3) Given the reactants [C:1]([C:5]1[CH:9]=[C:8]([NH:10][C:11]2[CH:20]=[CH:19][C:18]([O:21][CH3:22])=[CH:17][C:12]=2[C:13]([O:15][CH3:16])=[O:14])[N:7]([CH3:23])[N:6]=1)([CH3:4])([CH3:3])[CH3:2].[Br:24]Br.O, predict the reaction product. The product is: [Br:24][C:9]1[C:5]([C:1]([CH3:4])([CH3:2])[CH3:3])=[N:6][N:7]([CH3:23])[C:8]=1[NH:10][C:11]1[CH:20]=[CH:19][C:18]([O:21][CH3:22])=[CH:17][C:12]=1[C:13]([O:15][CH3:16])=[O:14]. (4) Given the reactants [C:1]1([C:7]2[N:12]=[CH:11][C:10]([C:13]([OH:15])=O)=[CH:9][N:8]=2)[CH:6]=[CH:5][CH:4]=[CH:3][CH:2]=1.ON1C2C=CC=CC=2N=N1.CN(C)CCCN=C=NCC.CCN(C(C)C)C(C)C.[CH3:46][N:47]([C:49]1[CH:54]=[CH:53][C:52]([C:55]([F:58])([F:57])[F:56])=[CH:51][N:50]=1)[NH2:48], predict the reaction product. The product is: [CH3:46][N:47]([C:49]1[CH:54]=[CH:53][C:52]([C:55]([F:58])([F:56])[F:57])=[CH:51][N:50]=1)[NH:48][C:13]([C:10]1[CH:11]=[N:12][C:7]([C:1]2[CH:2]=[CH:3][CH:4]=[CH:5][CH:6]=2)=[N:8][CH:9]=1)=[O:15]. (5) Given the reactants C(O[C:6]1[C:11](C[C:11]2[CH:10]=[C:9](C)[CH:8]=[C:7]([C:26](C)(C)[CH3:27])[C:6]=2O)=[CH:10][C:9](C)=[CH:8][C:7]=1[C:26](C)(C)[CH3:27])(=O)C=C.[CH2:30]=[CH:31][C:32]1[CH:37]=[CH:36][CH:35]=[CH:34][CH:33]=1.C=CC(=C)C, predict the reaction product. The product is: [CH2:27]=[CH:26][C:7]1[CH:8]=[CH:9][CH:10]=[CH:11][CH:6]=1.[CH2:30]=[CH:31][C:32](=[CH2:33])[CH3:37].[CH2:30]=[CH:31][C:32]1[CH:37]=[CH:36][CH:35]=[CH:34][CH:33]=1.